This data is from TCR-epitope binding with 47,182 pairs between 192 epitopes and 23,139 TCRs. The task is: Binary Classification. Given a T-cell receptor sequence (or CDR3 region) and an epitope sequence, predict whether binding occurs between them. (1) The epitope is ILGLPTQTV. The TCR CDR3 sequence is CASSSGPKTPQHF. Result: 1 (the TCR binds to the epitope). (2) The epitope is VLAWLYAAV. The TCR CDR3 sequence is CASRAAGLAHNEQFF. Result: 0 (the TCR does not bind to the epitope). (3) The epitope is VSFIEFVGW. The TCR CDR3 sequence is CASSQPSGAVNNEQFF. Result: 0 (the TCR does not bind to the epitope). (4) The epitope is GLCTLVAML. The TCR CDR3 sequence is CAWSMDRDFYGYTF. Result: 1 (the TCR binds to the epitope). (5) The epitope is HPVGEADYFEY. The TCR CDR3 sequence is CASTLDDPNTEAFF. Result: 0 (the TCR does not bind to the epitope). (6) The epitope is HPKVSSEVHI. The TCR CDR3 sequence is CASSLAASGYNEQFF. Result: 0 (the TCR does not bind to the epitope). (7) The epitope is IQYIDIGNY. The TCR CDR3 sequence is CASSSVNNNEQFF. Result: 0 (the TCR does not bind to the epitope). (8) The epitope is NLVPMVATV. The TCR CDR3 sequence is CASSPGTGLSYEQYF. Result: 0 (the TCR does not bind to the epitope). (9) The epitope is GTSGSPIINR. The TCR CDR3 sequence is CASSLGGEAFF. Result: 0 (the TCR does not bind to the epitope). (10) The epitope is CLGGLLTMV. The TCR CDR3 sequence is CASSPNLPGDTQYF. Result: 0 (the TCR does not bind to the epitope).